Dataset: hERG potassium channel inhibition data for cardiac toxicity prediction from Karim et al.. Task: Regression/Classification. Given a drug SMILES string, predict its toxicity properties. Task type varies by dataset: regression for continuous values (e.g., LD50, hERG inhibition percentage) or binary classification for toxic/non-toxic outcomes (e.g., AMES mutagenicity, cardiotoxicity, hepatotoxicity). Dataset: herg_karim. (1) The drug is COc1ccc2[nH]c3c(c2c1)C[C@H]1c2cc4c(cc2CCN1C3)OCO4. The result is 0 (non-blocker). (2) The compound is CCc1cc(C(=O)NC2CC(C)(C)Oc3nc(-c4ccc(Cl)cc4Cl)c(-c4ccc(Cl)cc4)cc32)n[nH]1. The result is 1 (blocker). (3) The drug is O=C(NCc1ccc(OC(F)(F)F)cc1)C1c2ccccc2C(=O)N1CCC1CCOCC1. The result is 0 (non-blocker). (4) The compound is COc1cc(/C=C/c2nc(N)c3c(n2)oc2ccccc23)ccc1-n1cnc(C)c1. The result is 1 (blocker).